Dataset: Full USPTO retrosynthesis dataset with 1.9M reactions from patents (1976-2016). Task: Predict the reactants needed to synthesize the given product. (1) Given the product [CH2:13]([O:20][C:21]1[CH:26]=[CH:25][C:24]([Cl:27])=[CH:23][C:22]=1[C:28]1([CH3:8])[CH2:29][O:30]1)[C:14]1[CH:15]=[CH:16][CH:17]=[CH:18][CH:19]=1, predict the reactants needed to synthesize it. The reactants are: [H-].[Na+].CS(C)=O.[I-].[CH3:8][S+](C)(C)=O.[CH2:13]([O:20][C:21]1[CH:26]=[CH:25][C:24]([Cl:27])=[CH:23][C:22]=1[C:28](=[O:30])[CH3:29])[C:14]1[CH:19]=[CH:18][CH:17]=[CH:16][CH:15]=1. (2) The reactants are: [CH3:1][N:2]([CH3:32])[C:3]([C:5]1[N:26]([CH:27]2[CH2:31][CH2:30][CH2:29][CH2:28]2)[C:8]2[N:9]=[C:10]([NH:13][C:14]3[CH:19]=[CH:18][C:17]([N:20]4[CH2:25][CH2:24][NH:23][CH2:22][CH2:21]4)=[CH:16][N:15]=3)[N:11]=[CH:12][C:7]=2[CH:6]=1)=[O:4].[CH:33]1([CH2:39][C:40](Cl)=[O:41])[CH2:38][CH2:37][CH2:36][CH2:35][CH2:34]1. Given the product [CH3:1][N:2]([CH3:32])[C:3]([C:5]1[N:26]([CH:27]2[CH2:31][CH2:30][CH2:29][CH2:28]2)[C:8]2[N:9]=[C:10]([NH:13][C:14]3[CH:19]=[CH:18][C:17]([N:20]4[CH2:21][CH2:22][N:23]([C:40](=[O:41])[CH2:39][CH:33]5[CH2:38][CH2:37][CH2:36][CH2:35][CH2:34]5)[CH2:24][CH2:25]4)=[CH:16][N:15]=3)[N:11]=[CH:12][C:7]=2[CH:6]=1)=[O:4], predict the reactants needed to synthesize it. (3) Given the product [CH2:37]([O:36][C:34]([C:31]1[CH:30]=[C:29]([CH2:28][O:27][C:25]([NH:1][CH2:2][C:3]2([F:16])[CH2:4][CH2:5][N:6]([C:9]([O:11][C:12]([CH3:13])([CH3:15])[CH3:14])=[O:10])[CH2:7][CH2:8]2)=[O:24])[O:33][N:32]=1)=[O:35])[CH3:38], predict the reactants needed to synthesize it. The reactants are: [NH2:1][CH2:2][C:3]1([F:16])[CH2:8][CH2:7][N:6]([C:9]([O:11][C:12]([CH3:15])([CH3:14])[CH3:13])=[O:10])[CH2:5][CH2:4]1.[N+](C1C=CC([O:24][C:25]([O:27][CH2:28][C:29]2[O:33][N:32]=[C:31]([C:34]([O:36][CH2:37][CH3:38])=[O:35])[CH:30]=2)=O)=CC=1)([O-])=O. (4) Given the product [NH2:6][C:5]1[CH:4]=[C:3]([O:2][CH3:1])[CH:9]=[CH:8][C:7]=1[C:21]([C:22]1[CH:27]=[CH:26][CH:25]=[CH:24][CH:23]=1)=[O:13], predict the reactants needed to synthesize it. The reactants are: [CH3:1][O:2][C:3]1[CH:4]=[C:5]([CH:7]=[CH:8][C:9]=1OC)[NH2:6].C[O:13]C1C=C(C=CC=1)N.[C:21](#N)[C:22]1[CH:27]=[CH:26][CH:25]=[CH:24][CH:23]=1. (5) Given the product [Cl:42][C:29]1[CH:28]=[C:27]2[O:26][CH2:25][CH2:24][C@@:6]3([C@H:5]([OH:4])[C@@H:10]([OH:11])[C@H:9]([OH:15])[C@@H:8]([CH2:19][OH:20])[O:7]3)[C:32]2=[CH:31][C:30]=1[CH2:33][C:34]1[CH:35]=[CH:36][C:37]([CH2:40][CH3:41])=[CH:38][CH:39]=1, predict the reactants needed to synthesize it. The reactants are: C([O:4][C@@H:5]1[C@@H:10]([O:11]C(=O)C)[C@H:9]([O:15]C(=O)C)[C@@H:8]([CH2:19][O:20]C(=O)C)[O:7][C@:6]21[C:32]1[C:27](=[CH:28][C:29]([Cl:42])=[C:30]([CH2:33][C:34]3[CH:39]=[CH:38][C:37]([CH2:40][CH3:41])=[CH:36][CH:35]=3)[CH:31]=1)[O:26][CH2:25][CH2:24]2)(=O)C.O(C)[Li]. (6) Given the product [OH:25][CH2:24][C@@H:23]([NH:22][C:5]([C:7]1[S:8][CH:9]=[CH:10][C:11]=1[NH:12][C:13]1[CH:18]=[CH:17][N:16]=[C:15]2[NH:19][CH:20]=[CH:21][C:14]=12)=[O:6])[CH:26]([CH3:28])[CH3:27], predict the reactants needed to synthesize it. The reactants are: NCCN[C:5]([C:7]1[S:8][CH:9]=[CH:10][C:11]=1[NH:12][C:13]1[CH:18]=[CH:17][N:16]=[C:15]2[NH:19][CH:20]=[CH:21][C:14]=12)=[O:6].[NH2:22][C@@H:23]([CH:26]([CH3:28])[CH3:27])[CH2:24][OH:25]. (7) Given the product [Cl:1][C:2]1[CH:3]=[CH:4][C:5]([C:8]2[C:9]([C:16]3[CH:17]=[CH:18][CH:19]=[CH:20][CH:21]=3)=[C:10]([C:30]([O:31][CH3:32])=[O:29])[N:11]3[C:15]=2[CH2:14][CH2:13][CH2:12]3)=[CH:6][CH:7]=1, predict the reactants needed to synthesize it. The reactants are: [Cl:1][C:2]1[CH:7]=[CH:6][C:5]([C:8]2[C:9]([C:16]3[CH:21]=[CH:20][CH:19]=[CH:18][CH:17]=3)=[CH:10][N:11]3[C:15]=2[CH2:14][CH2:13][CH2:12]3)=[CH:4][CH:3]=1.C(N(CC)CC)C.[O:29]=[C:30](Cl)[O:31][C:32](Cl)(Cl)Cl.CO. (8) The reactants are: C([O:3][C:4](=O)[CH2:5][C:6]1[C:7]([CH2:15][CH3:16])=[N:8][N:9]([CH2:13][CH3:14])[C:10]=1[CH2:11][CH3:12])C.[H-].C([Al+]CC(C)C)C(C)C. Given the product [CH2:13]([N:9]1[C:10]([CH2:11][CH3:12])=[C:6]([CH2:5][CH:4]=[O:3])[C:7]([CH2:15][CH3:16])=[N:8]1)[CH3:14], predict the reactants needed to synthesize it.